From a dataset of Full USPTO retrosynthesis dataset with 1.9M reactions from patents (1976-2016). Predict the reactants needed to synthesize the given product. (1) Given the product [Cl:67][C:62]1[CH:63]=[CH:64][CH:65]=[CH:66][C:61]=1[O:60][CH:57]1[CH2:56][CH2:55][N:54]([C:52](=[O:53])[CH2:51][NH:50][C:24]([C:21]2[CH:20]=[CH:19][C:18]([C:14]3[CH:15]=[CH:16][CH:17]=[C:12]([N:11]([CH3:10])[CH3:27])[CH:13]=3)=[CH:23][CH:22]=2)=[O:26])[CH2:59][CH2:58]1, predict the reactants needed to synthesize it. The reactants are: CCN(C(C)C)C(C)C.[CH3:10][N:11]([CH3:27])[C:12]1[CH:13]=[C:14]([C:18]2[CH:23]=[CH:22][C:21]([C:24]([OH:26])=O)=[CH:20][CH:19]=2)[CH:15]=[CH:16][CH:17]=1.C1C=CC2N(O)N=NC=2C=1.CCN=C=NCCCN(C)C.Cl.[NH2:50][CH2:51][C:52]([N:54]1[CH2:59][CH2:58][CH:57]([O:60][C:61]2[CH:66]=[CH:65][CH:64]=[CH:63][C:62]=2[Cl:67])[CH2:56][CH2:55]1)=[O:53]. (2) Given the product [CH2:14]([O:13][C:12]1[C:11](=[O:21])[N:10]=[C:9]([CH2:22][C:23]2[CH:28]=[CH:27][C:26]([Cl:29])=[CH:25][C:24]=2[Br:30])[N:8]2[CH2:2][CH2:3][N:4]([CH:31]([CH3:32])[CH3:33])[C:5](=[O:6])[C:7]=12)[C:15]1[CH:16]=[CH:17][CH:18]=[CH:19][CH:20]=1, predict the reactants needed to synthesize it. The reactants are: O[CH2:2][CH2:3][N:4]([CH:31]([CH3:33])[CH3:32])[C:5]([C:7]1[C:12]([O:13][CH2:14][C:15]2[CH:20]=[CH:19][CH:18]=[CH:17][CH:16]=2)=[C:11]([OH:21])[N:10]=[C:9]([CH2:22][C:23]2[CH:28]=[CH:27][C:26]([Cl:29])=[CH:25][C:24]=2[Br:30])[N:8]=1)=[O:6].C1(P(C2C=CC=CC=2)C2C=CC=CC=2)C=CC=CC=1.N(C(OC(C)C)=O)=NC(OC(C)C)=O.CO. (3) Given the product [C:1]([C:5]1[CH:10]=[C:9]([CH:24]=[O:25])[C:8]([OH:11])=[C:7]([C:12]([C:15]2[CH:16]=[CH:17][CH:18]=[CH:19][CH:20]=2)([CH3:14])[CH3:13])[CH:6]=1)([CH3:2])([CH3:3])[CH3:4], predict the reactants needed to synthesize it. The reactants are: [C:1]([C:5]1[CH:10]=[CH:9][C:8]([OH:11])=[C:7]([C:12]([C:15]2[CH:20]=[CH:19][CH:18]=[CH:17][CH:16]=2)([CH3:14])[CH3:13])[CH:6]=1)([CH3:4])([CH3:3])[CH3:2].[Cl-].[Mg+2].[Cl-].[CH2:24]=[O:25].C(N(CC)CC)C. (4) Given the product [CH3:31][O:30][P:29]([CH2:2][CH2:3][CH:4]([C:17]1[CH:22]=[CH:21][C:20]([C:23](=[O:28])[C:24]([OH:27])([CH3:26])[CH3:25])=[CH:19][CH:18]=1)[C:5]1[CH:10]=[CH:9][C:8]([C:11](=[O:16])[C:12]([CH3:14])([OH:15])[CH3:13])=[CH:7][CH:6]=1)(=[O:36])[O:33][CH3:34], predict the reactants needed to synthesize it. The reactants are: Br[CH2:2][CH2:3][CH:4]([C:17]1[CH:22]=[CH:21][C:20]([C:23](=[O:28])[C:24]([OH:27])([CH3:26])[CH3:25])=[CH:19][CH:18]=1)[C:5]1[CH:10]=[CH:9][C:8]([C:11](=[O:16])[C:12]([OH:15])([CH3:14])[CH3:13])=[CH:7][CH:6]=1.[P:29]([O:36]CC)([O:33][CH2:34]C)[O:30][CH2:31]C. (5) The reactants are: Cl.[Cl:2][C:3]1[CH:21]=[CH:20][CH:19]=[CH:18][C:4]=1[CH:5]([O:13][CH:14]1[CH2:17][NH:16][CH2:15]1)[C:6]1[CH:11]=[CH:10][CH:9]=[CH:8][C:7]=1[Cl:12].[C:22]([N:26]=[C:27]=[O:28])([CH3:25])([CH3:24])[CH3:23].C(N(CC)CC)C. Given the product [Cl:12][C:7]1[CH:8]=[CH:9][CH:10]=[CH:11][C:6]=1[CH:5]([O:13][CH:14]1[CH2:17][N:16]([C:27]([NH:26][C:22]([CH3:25])([CH3:24])[CH3:23])=[O:28])[CH2:15]1)[C:4]1[CH:18]=[CH:19][CH:20]=[CH:21][C:3]=1[Cl:2], predict the reactants needed to synthesize it. (6) The reactants are: FC1C=C(C=C(C(N[C:26]([C:28]2[N:29]([CH3:39])[C:30]3[C:35]([C:36]=2[CH3:37])=[CH:34][C:33]([F:38])=[CH:32][CH:31]=3)=[O:27])C)C=1)OC1C=CC(OC(C)(C)C(O)=O)=C(C)C=1.C([O:42][C:43](=[O:65])[CH2:44][CH2:45][C:46]1[CH:51]=[CH:50][C:49]([O:52][C:53]2[CH:58]=[C:57]([F:59])[CH:56]=[C:55]([C@H:60]([NH2:62])[CH3:61])[CH:54]=2)=[CH:48][C:47]=1[CH2:63][CH3:64])C. Given the product [CH2:63]([C:47]1[CH:48]=[C:49]([O:52][C:53]2[CH:54]=[C:55]([C@H:60]([NH:62][C:26]([C:28]3[N:29]([CH3:39])[C:30]4[C:35]([C:36]=3[CH3:37])=[CH:34][C:33]([F:38])=[CH:32][CH:31]=4)=[O:27])[CH3:61])[CH:56]=[C:57]([F:59])[CH:58]=2)[CH:50]=[CH:51][C:46]=1[CH2:45][CH2:44][C:43]([OH:42])=[O:65])[CH3:64], predict the reactants needed to synthesize it. (7) Given the product [CH2:1]([C:5]1[CH:12]=[CH:11][C:8]([CH2:9][O:13][C:14]2[CH:15]=[CH:16][C:17]([C:20]3[CH:25]=[CH:24][C:23]([CH2:26][CH2:27][CH3:28])=[CH:22][CH:21]=3)=[CH:18][CH:19]=2)=[CH:7][CH:6]=1)[CH2:2][CH2:3][CH3:4], predict the reactants needed to synthesize it. The reactants are: [CH2:1]([C:5]1[CH:12]=[CH:11][C:8]([CH2:9]Br)=[CH:7][CH:6]=1)[CH2:2][CH2:3][CH3:4].[OH:13][C:14]1[CH:19]=[CH:18][C:17]([C:20]2[CH:25]=[CH:24][C:23]([CH2:26][CH2:27][CH3:28])=[CH:22][CH:21]=2)=[CH:16][CH:15]=1.C(=O)([O-])[O-].[K+].[K+].CC(C)=O. (8) Given the product [Cl:1][C:2]1[C:7]([Cl:8])=[C:6]([S:9](=[O:19])(=[O:18])[NH:10][C@@H:11]([CH2:16][CH3:17])[C:12]([F:14])([F:15])[F:13])[CH:5]=[CH:4][C:3]=1[C:20]1[S:24][C:23]([C:25]2[O:26][C:29]([CH2:30][C:31]([CH3:37])([CH3:36])[C:32]([O:34][CH3:35])=[O:33])=[N:28][N:27]=2)=[N:22][C:21]=1[CH2:39][C:40]([O:43][CH3:44])([CH3:42])[CH3:41], predict the reactants needed to synthesize it. The reactants are: [Cl:1][C:2]1[C:7]([Cl:8])=[C:6]([S:9](=[O:19])(=[O:18])[NH:10][C@@H:11]([CH2:16][CH3:17])[C:12]([F:15])([F:14])[F:13])[CH:5]=[CH:4][C:3]=1[C:20]1[S:24][C:23]([C:25]([NH:27][NH:28][C:29](=O)[CH2:30][C:31]([CH3:37])([CH3:36])[C:32]([O:34][CH3:35])=[O:33])=[O:26])=[N:22][C:21]=1[CH2:39][C:40]([O:43][CH3:44])([CH3:42])[CH3:41].S(Cl)(C1C=CC(C)=CC=1)(=O)=O.O. (9) The reactants are: [Si:1]([O:8][C@H:9]([C:38]1[CH:43]=[CH:42][CH:41]=[CH:40][CH:39]=1)[C@H:10]([NH:25]C(=O)OCC1C=CC(OC)=CC=1)[CH2:11][CH2:12][C:13](=O)[CH2:14][C:15]1[CH:20]=[CH:19][C:18]([N+:21]([O-:23])=[O:22])=[CH:17][CH:16]=1)([C:4]([CH3:7])([CH3:6])[CH3:5])([CH3:3])[CH3:2].C(O)(C(F)(F)F)=O.C([BH3-])#N.[Na+]. Given the product [Si:1]([O:8][C@H:9]([C:38]1[CH:43]=[CH:42][CH:41]=[CH:40][CH:39]=1)[C@H:10]1[CH2:11][CH2:12][C@@H:13]([CH2:14][C:15]2[CH:20]=[CH:19][C:18]([N+:21]([O-:23])=[O:22])=[CH:17][CH:16]=2)[NH:25]1)([C:4]([CH3:6])([CH3:7])[CH3:5])([CH3:3])[CH3:2].[Si:1]([O:8][C@H:9]([C:38]1[CH:43]=[CH:42][CH:41]=[CH:40][CH:39]=1)[C@H:10]1[CH2:11][CH2:12][C@H:13]([CH2:14][C:15]2[CH:20]=[CH:19][C:18]([N+:21]([O-:23])=[O:22])=[CH:17][CH:16]=2)[NH:25]1)([C:4]([CH3:6])([CH3:7])[CH3:5])([CH3:3])[CH3:2], predict the reactants needed to synthesize it.